From a dataset of Full USPTO retrosynthesis dataset with 1.9M reactions from patents (1976-2016). Predict the reactants needed to synthesize the given product. (1) Given the product [CH2:23]([O:22][CH2:21][CH2:20][CH2:19][O:11][C:3]1[C:4]([OH:10])=[C:5]([CH:8]=[CH:9][C:2]=1[F:1])[CH:6]=[O:7])[C:24]1[CH:29]=[CH:28][CH:27]=[CH:26][CH:25]=1, predict the reactants needed to synthesize it. The reactants are: [F:1][C:2]1[CH:9]=[CH:8][C:5]([CH:6]=[O:7])=[C:4]([OH:10])[C:3]=1[OH:11].CC([O-])(C)C.[Na+].Br[CH2:19][CH2:20][CH2:21][O:22][CH2:23][C:24]1[CH:29]=[CH:28][CH:27]=[CH:26][CH:25]=1. (2) Given the product [CH:1]1[CH:6]=[C:5]([Cl:7])[C:4]([Cl:8])=[C:3]([C:9]2[N:14]=[N:13][C:12]([NH2:15])=[N:11][C:10]=2[NH2:16])[CH:2]=1.[ClH:7], predict the reactants needed to synthesize it. The reactants are: [CH:1]1[CH:6]=[C:5]([Cl:7])[C:4]([Cl:8])=[C:3]([C:9]2[N:14]=[N:13][C:12]([NH2:15])=[N:11][C:10]=2[NH2:16])[CH:2]=1.[OH-].[Na+]. (3) Given the product [CH2:1]([O:8][N:9]1[C:15](=[O:16])[N:14]2[CH2:17][C@H:10]1[CH2:11][CH2:12][C@H:13]2[C:18]([NH:21][O:22][CH:23]1[CH2:24][CH:25]2[N:30]([C:31]([O:33][C:34]([CH3:37])([CH3:36])[CH3:35])=[O:32])[CH:28]([CH2:27][CH2:26]2)[CH2:29]1)=[O:20])[C:2]1[CH:3]=[CH:4][CH:5]=[CH:6][CH:7]=1, predict the reactants needed to synthesize it. The reactants are: [CH2:1]([O:8][N:9]1[C:15](=[O:16])[N:14]2[CH2:17][C@H:10]1[CH2:11][CH2:12][C@H:13]2[C:18]([OH:20])=O)[C:2]1[CH:7]=[CH:6][CH:5]=[CH:4][CH:3]=1.[NH2:21][O:22][CH:23]1[CH2:29][CH:28]2[N:30]([C:31]([O:33][C:34]([CH3:37])([CH3:36])[CH3:35])=[O:32])[CH:25]([CH2:26][CH2:27]2)[CH2:24]1.ON1C2C=CC=CC=2N=N1.Cl.C(N=C=NCCCN(C)C)C. (4) Given the product [NH2:26][C:22]1[C:21]2[N:27]=[C:28]([CH2:34][CH2:35][CH3:36])[N:29]([CH2:30][CH:31]([CH3:33])[CH3:32])[C:20]=2[C:19]2[CH:18]=[CH:17][C:16]([O:15][CH2:14][CH2:13][CH2:12][NH:11][C:2](=[O:9])[C:3]3[CH:8]=[CH:7][CH:6]=[N:5][CH:4]=3)=[CH:25][C:24]=2[N:23]=1, predict the reactants needed to synthesize it. The reactants are: Cl.[C:2](Cl)(=[O:9])[C:3]1[CH:8]=[CH:7][CH:6]=[N:5][CH:4]=1.[NH2:11][CH2:12][CH2:13][CH2:14][O:15][C:16]1[CH:17]=[CH:18][C:19]2[C:20]3[N:29]([CH2:30][CH:31]([CH3:33])[CH3:32])[C:28]([CH2:34][CH2:35][CH3:36])=[N:27][C:21]=3[C:22]([NH2:26])=[N:23][C:24]=2[CH:25]=1.C(N(CC)CC)C.C(=O)(O)[O-].[Na+]. (5) Given the product [N:1]1([CH2:6][C:7]2[CH:12]=[CH:11][C:10]([CH2:13][CH2:14][NH:15][C:30]([C:27]3[CH:26]=[CH:25][C:24]([C:19]4[CH:20]=[CH:21][C:22]([Cl:23])=[C:17]([Cl:16])[CH:18]=4)=[CH:29][CH:28]=3)=[O:31])=[CH:9][CH:8]=2)[CH2:5][CH2:4][CH2:3][CH2:2]1, predict the reactants needed to synthesize it. The reactants are: [N:1]1([CH2:6][C:7]2[CH:12]=[CH:11][C:10]([CH2:13][CH2:14][NH2:15])=[CH:9][CH:8]=2)[CH2:5][CH2:4][CH2:3][CH2:2]1.[Cl:16][C:17]1[CH:18]=[C:19]([C:24]2[CH:29]=[CH:28][C:27]([C:30](O)=[O:31])=[CH:26][CH:25]=2)[CH:20]=[CH:21][C:22]=1[Cl:23]. (6) Given the product [C:14]([O:18][C:19](=[O:28])[NH:20][CH2:21][CH2:22][CH2:23][NH:24][C:25]1[S:26][CH:2]=[C:3]([C:4](=[O:5])[C:6]2[CH:11]=[CH:10][CH:9]=[CH:8][C:7]=2[CH3:12])[N:27]=1)([CH3:17])([CH3:15])[CH3:16], predict the reactants needed to synthesize it. The reactants are: Br[CH2:2][C:3](=O)[C:4]([C:6]1[CH:11]=[CH:10][CH:9]=[CH:8][C:7]=1[CH3:12])=[O:5].[C:14]([O:18][C:19](=[O:28])[NH:20][CH2:21][CH2:22][CH2:23][NH:24][C:25]([NH2:27])=[S:26])([CH3:17])([CH3:16])[CH3:15].CCN(CC)CC.